Task: Predict which catalyst facilitates the given reaction.. Dataset: Catalyst prediction with 721,799 reactions and 888 catalyst types from USPTO Reactant: [C:1]([NH:4][CH2:5][CH2:6][C:7]1[CH:8]=[CH:9][CH:10]=[C:11]2[C:16]=1[CH:15]=[C:14]([O:17][CH2:18][CH2:19][CH2:20][CH2:21][C:22](OC)=[O:23])[CH:13]=[CH:12]2)(=[O:3])[CH3:2].[H-].[Al+3].[Li+].[H-].[H-].[H-].Cl. Product: [OH:23][CH2:22][CH2:21][CH2:20][CH2:19][CH2:18][O:17][C:14]1[CH:15]=[C:16]2[C:11]([CH:10]=[CH:9][CH:8]=[C:7]2[CH2:6][CH2:5][NH:4][C:1](=[O:3])[CH3:2])=[CH:12][CH:13]=1. The catalyst class is: 7.